The task is: Predict which catalyst facilitates the given reaction.. This data is from Catalyst prediction with 721,799 reactions and 888 catalyst types from USPTO. (1) Reactant: [F:1][C:2]1([F:30])[CH2:7][CH2:6][C:5]([CH2:9][NH:10][C:11]([C:13]2[C:14]3[CH:15]=[CH:16][C:17]([C:24]4[CH2:28][CH2:27][C:26](=[O:29])[CH:25]=4)=[N:18][C:19]=3[CH:20]=[CH:21][C:22]=2[Cl:23])=[O:12])([OH:8])[CH2:4][CH2:3]1.C([SiH](CC)CC)C. Product: [F:30][C:2]1([F:1])[CH2:7][CH2:6][C:5]([CH2:9][NH:10][C:11]([C:13]2[C:14]3[CH:15]=[CH:16][C:17]([CH:24]4[CH2:28][CH2:27][C:26](=[O:29])[CH2:25]4)=[N:18][C:19]=3[CH:20]=[CH:21][C:22]=2[Cl:23])=[O:12])([OH:8])[CH2:4][CH2:3]1. The catalyst class is: 45. (2) Reactant: [F:8][C:7]([F:10])([F:9])[C:6](O[C:6](=[O:11])[C:7]([F:10])([F:9])[F:8])=[O:11].[CH3:14][O:15][C:16]1[CH:21]=[CH:20][C:19]([NH:22][C:23](=[O:38])/[CH:24]=[CH:25]/[C:26]2[C:31]([O:32][CH3:33])=[CH:30][C:29]([O:34][CH3:35])=[CH:28][C:27]=2[O:36][CH3:37])=[CH:18][C:17]=1[NH2:39]. Product: [CH3:14][O:15][C:16]1[CH:21]=[CH:20][C:19]([NH:22][C:23](=[O:38])/[CH:24]=[CH:25]/[C:26]2[C:27]([O:36][CH3:37])=[CH:28][C:29]([O:34][CH3:35])=[CH:30][C:31]=2[O:32][CH3:33])=[CH:18][C:17]=1[NH:39][C:6](=[O:11])[C:7]([F:8])([F:9])[F:10]. The catalyst class is: 2. (3) The catalyst class is: 13. Product: [F:18][C:15]1[CH:14]=[CH:13][C:12]([C@H:10]([OH:11])[CH2:9][NH:7][CH3:6])=[CH:17][CH:16]=1. Reactant: C(O[C:6](=O)[N:7]([CH2:9][C@H:10]([C:12]1[CH:17]=[CH:16][C:15]([F:18])=[CH:14][CH:13]=1)[OH:11])C)(C)(C)C.Cl.C(OCC)(=O)C. (4) Reactant: O[CH2:2][CH:3]1[CH2:8][CH2:7][CH2:6][N:5]([C:9]([O:11][C:12]([CH3:15])([CH3:14])[CH3:13])=[O:10])[CH2:4]1.C1(P(C2C=CC=CC=2)C2C=CC=CC=2)C=CC=CC=1.N(C(OCC)=O)=NC(OCC)=O.[SH:47][C:48]1[CH:53]=[CH:52][CH:51]=[CH:50][N:49]=1. Product: [N:49]1[CH:50]=[CH:51][CH:52]=[CH:53][C:48]=1[S:47][CH2:2][CH:3]1[CH2:8][CH2:7][CH2:6][N:5]([C:9]([O:11][C:12]([CH3:15])([CH3:14])[CH3:13])=[O:10])[CH2:4]1. The catalyst class is: 48. (5) Reactant: [F:1][C:2]1[CH:7]=[CH:6][CH:5]=[C:4]([F:8])[C:3]=1[NH:9][C:10]1[C:15]([CH:16]=O)=[CH:14][N:13]=[C:12]([S:18][CH3:19])[N:11]=1.BrCC([C:24]1[CH:29]=[CH:28][CH:27]=[CH:26][C:25]=1[F:30])=O.[C:31](=[O:34])([O-])[O-].[K+].[K+].[CH3:37]N(C=O)C. Product: [F:1][C:2]1[CH:7]=[CH:6][CH:5]=[C:4]([F:8])[C:3]=1[N:9]1[C:10]2[N:11]=[C:12]([S:18][CH3:19])[N:13]=[CH:14][C:15]=2[CH:16]=[C:37]1[C:31]([C:28]1[CH:27]=[CH:26][C:25]([F:30])=[CH:24][CH:29]=1)=[O:34]. The catalyst class is: 25.